This data is from Forward reaction prediction with 1.9M reactions from USPTO patents (1976-2016). The task is: Predict the product of the given reaction. (1) The product is: [ClH:38].[CH3:24][NH:23][CH2:22][C:11]1[CH:10]=[C:9]([C:8]2[C:3]([C:1]#[N:2])=[N:4][CH:5]=[CH:6][CH:7]=2)[N:13]([S:14]([C:17]2[S:18][CH:19]=[CH:20][CH:21]=2)(=[O:16])=[O:15])[CH:12]=1. Given the reactants [C:1]([C:3]1[C:8]([C:9]2[N:13]([S:14]([C:17]3[S:18][CH:19]=[CH:20][CH:21]=3)(=[O:16])=[O:15])[CH:12]=[C:11]([CH2:22][N:23](C)[C:24](=O)OC(C)(C)C)[CH:10]=2)=[CH:7][CH:6]=[CH:5][N:4]=1)#[N:2].C(OCC)(=O)C.[ClH:38], predict the reaction product. (2) The product is: [O:9]1[C:10]2[C:11](=[N:12][CH:13]=[CH:14][CH:15]=2)[CH2:16][CH2:4]1. Given the reactants [H-].[Na+].[I-].[CH3:4][S+](C)C.[I-].[OH:9][C:10]1[C:11]([CH2:16][N+](C)(C)C)=[N:12][CH:13]=[CH:14][CH:15]=1, predict the reaction product. (3) The product is: [F:30][C:27]([F:28])([F:29])[C:25]1[CH:24]=[C:5]([CH:4]=[C:3]([C:2]([F:1])([F:31])[F:32])[CH:26]=1)[C:6]([N:8]1[CH2:13][CH2:12][N:11]([C:42]([CH2:41][C:36]2[CH:37]=[CH:38][CH:39]=[CH:40][C:35]=2[O:34][CH3:33])=[O:43])[CH2:10][C@H:9]1[CH2:14][C:15]1[C:23]2[C:18](=[CH:19][CH:20]=[CH:21][CH:22]=2)[NH:17][CH:16]=1)=[O:7]. Given the reactants [F:1][C:2]([F:32])([F:31])[C:3]1[CH:4]=[C:5]([CH:24]=[C:25]([C:27]([F:30])([F:29])[F:28])[CH:26]=1)[C:6]([N:8]1[CH2:13][CH2:12][NH:11][CH2:10][C@H:9]1[CH2:14][C:15]1[C:23]2[C:18](=[CH:19][CH:20]=[CH:21][CH:22]=2)[NH:17][CH:16]=1)=[O:7].[CH3:33][O:34][C:35]1[CH:40]=[CH:39][CH:38]=[CH:37][C:36]=1[CH2:41][C:42](O)=[O:43].ON1C2C=CC=CC=2N=N1.Cl.CN(C)CCCN=C=NCC.C(=O)(O)[O-].[Na+], predict the reaction product. (4) Given the reactants [NH2:1][C:2]1[CH:42]=[CH:41][CH:40]=[CH:39][C:3]=1[CH2:4][O:5][CH:6]1[CH:11]([C:12]2[CH:17]=[CH:16][C:15]([O:18][CH2:19][CH2:20][CH2:21][O:22][CH2:23][C:24]3[CH:29]=[CH:28][CH:27]=[CH:26][C:25]=3[O:30][CH3:31])=[CH:14][CH:13]=2)[CH2:10][CH2:9][N:8]([C:32]([O:34][C:35]([CH3:38])([CH3:37])[CH3:36])=[O:33])[CH2:7]1.[CH3:43][O:44][CH2:45][CH2:46][CH2:47][C:48](Cl)=[O:49], predict the reaction product. The product is: [CH3:31][O:30][C:25]1[CH:26]=[CH:27][CH:28]=[CH:29][C:24]=1[CH2:23][O:22][CH2:21][CH2:20][CH2:19][O:18][C:15]1[CH:14]=[CH:13][C:12]([CH:11]2[CH2:10][CH2:9][N:8]([C:32]([O:34][C:35]([CH3:38])([CH3:36])[CH3:37])=[O:33])[CH2:7][CH:6]2[O:5][CH2:4][C:3]2[CH:39]=[CH:40][CH:41]=[CH:42][C:2]=2[NH:1][C:48](=[O:49])[CH2:47][CH2:46][CH2:45][O:44][CH3:43])=[CH:17][CH:16]=1. (5) Given the reactants [Cl:1][C:2]1[N:7]=[C:6](Cl)[C:5]([OH:9])=[C:4](Cl)[N:3]=1.[F:11][C:12]([F:17])([F:16])[CH:13]1[CH2:15][O:14]1.C(N(CC)CC)C.[NH:25]1[CH2:30][CH2:29][O:28][CH2:27][CH2:26]1, predict the reaction product. The product is: [Cl:1][C:2]1[N:7]=[C:6]([N:25]2[CH2:30][CH2:29][O:28][CH2:27][CH2:26]2)[C:5]2[O:9][CH2:15][CH:13]([C:12]([F:17])([F:16])[F:11])[O:14][C:4]=2[N:3]=1. (6) The product is: [O:22]=[S:18]1(=[O:21])[CH2:19][CH2:20][CH:15]([C:12]2[CH:13]=[CH:14][C:9]([N:5]3[CH2:4][C@H:3]([CH2:2][NH:1][C:24]([O:25][CH2:26][O:27][C:28](=[O:32])[CH2:29][CH2:30][CH3:31])=[O:33])[O:7][C:6]3=[O:8])=[CH:10][C:11]=2[F:23])[CH2:16][CH2:17]1. Given the reactants [NH2:1][CH2:2][C@@H:3]1[O:7][C:6](=[O:8])[N:5]([C:9]2[CH:14]=[CH:13][C:12]([CH:15]3[CH2:20][CH2:19][S:18](=[O:22])(=[O:21])[CH2:17][CH2:16]3)=[C:11]([F:23])[CH:10]=2)[CH2:4]1.[C:24](Cl)(=[O:33])[O:25][CH2:26][O:27][C:28](=[O:32])[CH2:29][CH2:30][CH3:31], predict the reaction product. (7) Given the reactants [CH:1]([C@H:4]1[CH2:8][CH2:7][S:6](=[O:10])(=[O:9])[NH:5]1)([CH3:3])[CH3:2].[CH3:11][C:12]1[CH:17]=[C:16]([CH3:18])[CH:15]=[CH:14][C:13]=1[N:19]1[CH2:24][CH2:23][N:22]([C:25]([C:27]2[CH:32]=[CH:31][C:30](I)=[CH:29][CH:28]=2)=[O:26])[CH2:21][CH2:20]1, predict the reaction product. The product is: [CH3:11][C:12]1[CH:17]=[C:16]([CH3:18])[CH:15]=[CH:14][C:13]=1[N:19]1[CH2:20][CH2:21][N:22]([C:25]([C:27]2[CH:32]=[CH:31][C:30]([N:5]3[C@@H:4]([CH:1]([CH3:3])[CH3:2])[CH2:8][CH2:7][S:6]3(=[O:10])=[O:9])=[CH:29][CH:28]=2)=[O:26])[CH2:23][CH2:24]1. (8) Given the reactants [CH3:1][S:2]([NH:5][CH2:6][C:7]1[CH:16]=[CH:15][C:10]([C:11]([O:13][CH3:14])=[O:12])=[CH:9][CH:8]=1)(=[O:4])=[O:3].[C:17]([O-])([O-])=O.[K+].[K+].CI, predict the reaction product. The product is: [CH3:17][N:5]([CH2:6][C:7]1[CH:16]=[CH:15][C:10]([C:11]([O:13][CH3:14])=[O:12])=[CH:9][CH:8]=1)[S:2]([CH3:1])(=[O:4])=[O:3]. (9) Given the reactants Cl.Cl.[F:3][C:4]1[CH:5]=[CH:6][C:7]([O:28][CH2:29][C:30]2[CH:35]=[CH:34][C:33]([CH2:36][CH2:37][C:38]3[CH:43]=[CH:42][C:41]([F:44])=[CH:40][CH:39]=3)=[CH:32][CH:31]=2)=[C:8]([CH2:10][CH2:11][NH:12][CH:13]2[CH2:22][CH2:21][CH2:20][C:19]3[N:18]=[C:17]([C:23]([O:25][CH2:26][CH3:27])=[O:24])[CH:16]=[CH:15][C:14]2=3)[CH:9]=1.C(N(CC)CC)C.C(OCC)(=O)C.O, predict the reaction product. The product is: [F:3][C:4]1[CH:5]=[CH:6][C:7]([O:28][CH2:29][C:30]2[CH:35]=[CH:34][C:33]([CH2:36][CH2:37][C:38]3[CH:39]=[CH:40][C:41]([F:44])=[CH:42][CH:43]=3)=[CH:32][CH:31]=2)=[C:8]([CH2:10][CH2:11][NH:12][CH:13]2[CH2:22][CH2:21][CH2:20][C:19]3[N:18]=[C:17]([C:23]([O:25][CH2:26][CH3:27])=[O:24])[CH:16]=[CH:15][C:14]2=3)[CH:9]=1.